The task is: Predict the product of the given reaction.. This data is from Forward reaction prediction with 1.9M reactions from USPTO patents (1976-2016). (1) Given the reactants [CH2:1]([N:8]1[CH2:12][C@@H:11]([OH:13])[C@H:10]([OH:14])[CH2:9]1)[C:2]1[CH:7]=[CH:6][CH:5]=[CH:4][CH:3]=1.[H-].[Na+].CS(O[CH2:22][CH2:23][CH2:24][CH2:25][CH2:26][CH2:27][CH2:28][CH2:29]/[CH:30]=[CH:31]\[CH2:32][CH2:33][CH2:34][CH2:35][CH2:36][CH3:37])(=O)=O.O, predict the reaction product. The product is: [CH2:1]([N:8]1[CH2:12][C@@H:11]([O:13][CH2:22][CH2:23][CH2:24][CH2:25][CH2:26][CH2:27][CH2:28][CH2:29]/[CH:30]=[CH:31]\[CH2:32][CH2:33][CH2:34][CH2:35][CH2:36][CH3:37])[C@H:10]([O:14][CH2:37][CH2:36][CH2:35][CH2:34][CH2:33][CH2:32][CH2:31][CH2:30]/[CH:29]=[CH:28]\[CH2:27][CH2:26][CH2:25][CH2:24][CH2:23][CH3:22])[CH2:9]1)[C:2]1[CH:3]=[CH:4][CH:5]=[CH:6][CH:7]=1. (2) The product is: [C:34]([O:37][CH:38]([O:14][C:13](=[O:15])[C:12]1[CH:16]=[CH:17][CH:18]=[C:10]([CH2:9][CH:8]([NH:7][C:5](=[O:6])[CH2:4][CH2:3][C:1]#[N:2])[B:21]2[O:29][CH:28]3[C:23]([CH3:33])([CH:24]4[CH2:30][CH:26]([CH2:27]3)[C:25]4([CH3:32])[CH3:31])[O:22]2)[C:11]=1[O:19][CH3:20])[CH3:39])(=[O:36])[CH3:35]. Given the reactants [C:1]([CH2:3][CH2:4][C:5]([NH:7][CH:8]([B:21]1[O:29][CH:28]2[C:23]([CH3:33])([CH:24]3[CH2:30][CH:26]([CH2:27]2)[C:25]3([CH3:32])[CH3:31])[O:22]1)[CH2:9][C:10]1[C:11]([O:19][CH3:20])=[C:12]([CH:16]=[CH:17][CH:18]=1)[C:13]([OH:15])=[O:14])=[O:6])#[N:2].[C:34]([O:37][CH:38](Br)[CH3:39])(=[O:36])[CH3:35], predict the reaction product. (3) Given the reactants [Cl:1][C:2]1[CH:3]=[C:4]([CH:29]=[CH:30][C:31]=1[Cl:32])[C:5]([NH:7][C:8]1[CH:9]=[CH:10][C:11]([O:14][C:15]2[CH:28]=[CH:27][C:18]([CH2:19][NH:20][CH2:21][C:22]([O:24]CC)=[O:23])=[CH:17][CH:16]=2)=[N:12][CH:13]=1)=[O:6].C(N(CC)CC)C.[C:40](Cl)(=[O:42])[CH3:41].[OH-].[Na+].Cl, predict the reaction product. The product is: [C:40]([N:20]([CH2:21][C:22]([OH:24])=[O:23])[CH2:19][C:18]1[CH:27]=[CH:28][C:15]([O:14][C:11]2[CH:10]=[CH:9][C:8]([NH:7][C:5](=[O:6])[C:4]3[CH:29]=[CH:30][C:31]([Cl:32])=[C:2]([Cl:1])[CH:3]=3)=[CH:13][N:12]=2)=[CH:16][CH:17]=1)(=[O:42])[CH3:41]. (4) Given the reactants [O:1]=[C:2]1[NH:6][C@H:5]([C:7]([O:9][C:10]([CH3:13])([CH3:12])[CH3:11])=[O:8])[CH2:4][CH2:3]1.[C:14](O[C:14]([O:16][C:17]([CH3:20])([CH3:19])[CH3:18])=[O:15])([O:16][C:17]([CH3:20])([CH3:19])[CH3:18])=[O:15], predict the reaction product. The product is: [O:1]=[C:2]1[N:6]([C:14]([O:16][C:17]([CH3:20])([CH3:19])[CH3:18])=[O:15])[C@H:5]([C:7]([O:9][C:10]([CH3:13])([CH3:12])[CH3:11])=[O:8])[CH2:4][CH2:3]1. (5) The product is: [Br:16][C:14]1[CH:13]=[CH:12][C:11]([F:17])=[C:10]([C:6]([NH:5][C:3](=[O:4])[CH:2]=[CH:18][C:19]2[CH:24]=[CH:23][CH:22]=[CH:21][CH:20]=2)([CH3:9])[CH2:7][OH:8])[CH:15]=1. Given the reactants Br[CH:2]([CH2:18][C:19]1[CH:24]=[CH:23][CH:22]=[CH:21][CH:20]=1)[C:3]([NH:5][C:6]([C:10]1[CH:15]=[C:14]([Br:16])[CH:13]=[CH:12][C:11]=1[F:17])([CH3:9])[CH2:7][OH:8])=[O:4].CC([O-])(C)C.[K+].C([C@H]1OC[C@@](C2C=C(Br)C=CC=2F)(C)NC1=O)C1C=CC=CC=1.C([C@@H]1OC[C@](C2C=C(Br)C=CC=2F)(C)NC1=O)C1C=CC=CC=1, predict the reaction product.